This data is from Full USPTO retrosynthesis dataset with 1.9M reactions from patents (1976-2016). The task is: Predict the reactants needed to synthesize the given product. (1) Given the product [C:1]([C:5]1[CH:12]=[CH:11][C:8]([C:9]#[N:10])=[C:7]([O:13][S:23]([C:22]([F:35])([F:34])[F:21])(=[O:25])=[O:24])[CH:6]=1)([CH3:4])([CH3:2])[CH3:3], predict the reactants needed to synthesize it. The reactants are: [C:1]([C:5]1[CH:12]=[CH:11][C:8]([C:9]#[N:10])=[C:7]([OH:13])[CH:6]=1)([CH3:4])([CH3:3])[CH3:2].C(N(CC)CC)C.[F:21][C:22]([F:35])([F:34])[S:23](O[S:23]([C:22]([F:35])([F:34])[F:21])(=[O:25])=[O:24])(=[O:25])=[O:24]. (2) The reactants are: [CH:1]1([NH:4][C:5]([C:7]2[CH:8]=[C:9]([F:17])[C:10]([CH3:16])=[C:11](B(O)O)[CH:12]=2)=[O:6])[CH2:3][CH2:2]1.[OH-:18].[Na+].[CH:20]([OH:23])([CH3:22])[CH3:21]. Given the product [CH:1]1([NH:4][C:5]([C:7]2[CH:8]=[C:9]([F:17])[C:10]([CH3:16])=[C:11]([C:21]3[CH:11]=[CH:12][C:7]([C:5]([OH:6])=[O:18])=[CH:22][C:20]=3[O:23][CH2:2][CH2:1][CH3:3])[CH:12]=2)=[O:6])[CH2:3][CH2:2]1, predict the reactants needed to synthesize it. (3) Given the product [C:1]([N:4]1[C:13]2[C:8](=[CH:9][C:10]([C:38]3[CH:37]=[N:36][N:35]([CH2:34][CH2:33][O:32][CH3:31])[CH:39]=3)=[CH:11][CH:12]=2)[C@H:7]([NH:15][C:16](=[O:25])[O:17][CH2:18][C:19]2[CH:24]=[CH:23][CH:22]=[CH:21][CH:20]=2)[C@@H:6]([CH3:26])[C@@H:5]1[CH:27]1[CH2:29][CH2:28]1)(=[O:3])[CH3:2], predict the reactants needed to synthesize it. The reactants are: [C:1]([N:4]1[C:13]2[C:8](=[CH:9][C:10](Br)=[CH:11][CH:12]=2)[C@H:7]([NH:15][C:16](=[O:25])[O:17][CH2:18][C:19]2[CH:24]=[CH:23][CH:22]=[CH:21][CH:20]=2)[C@@H:6]([CH3:26])[C@@H:5]1[CH:27]1[CH2:29][CH2:28]1)(=[O:3])[CH3:2].O.[CH3:31][O:32][CH2:33][CH2:34][N:35]1[CH:39]=[C:38](B2OC(C)(C)C(C)(C)O2)[CH:37]=[N:36]1.C(=O)([O-])[O-].[K+].[K+].